Task: Predict the reaction yield, written as a fraction of the theoretical maximum amount of product (1.0 means a 100% yield; for example, 0.34 means a 34% yield).. Dataset: Reaction yield outcomes from USPTO patents with 853,638 reactions (1) The reactants are [O:1]=[C:2]([C:6]1[CH:11]=[CH:10][CH:9]=[CH:8][CH:7]=1)[CH2:3][C:4]#[N:5].[S:12]1CC(O)S[CH2:14][CH:13]1O.C(NCC)C. The catalyst is C(O)C. The product is [NH2:5][C:4]1[S:12][CH:13]=[CH:14][C:3]=1[C:2]([C:6]1[CH:11]=[CH:10][CH:9]=[CH:8][CH:7]=1)=[O:1]. The yield is 0.230. (2) The reactants are [N+:1]([C:4]1[CH:5]=[N:6][CH:7]=[CH:8][C:9]=1[C:10]1[CH2:15][CH2:14][CH:13]([OH:16])[CH2:12][CH:11]=1)([O-:3])=[O:2].CCN(C(C)C)C(C)C.[CH3:26][S:27](Cl)(=[O:29])=[O:28]. The catalyst is C(Cl)Cl.C(OCC)(=O)C. The yield is 0.930. The product is [CH3:26][S:27]([O:16][CH:13]1[CH2:14][CH2:15][C:10]([C:9]2[CH:8]=[CH:7][N:6]=[CH:5][C:4]=2[N+:1]([O-:3])=[O:2])=[CH:11][CH2:12]1)(=[O:29])=[O:28]. (3) The reactants are F[C:2](F)(F)[C:3](O)=O.N1CCC(=C[C:15]2[CH:16]=[C:17]([CH:25]=[CH:26][CH:27]=2)[O:18][C:19]2[CH:24]=[CH:23][CH:22]=[CH:21][N:20]=2)CC1.[N:28]1[CH:33]=[CH:32][CH:31]=[C:30]([NH:34][C:35](=[O:43])OC2C=CC=CC=2)[N:29]=1.C([N:46]([CH2:49][CH3:50])[CH2:47][CH3:48])C.O. The catalyst is CS(C)=O. The product is [O:18]([C:19]1[N:20]=[C:21]([CH:2]=[C:3]2[CH2:48][CH2:47][N:46]([C:35]([NH:34][C:30]3[N:29]=[N:28][CH:33]=[CH:32][CH:31]=3)=[O:43])[CH2:49][CH2:50]2)[CH:22]=[CH:23][CH:24]=1)[C:17]1[CH:16]=[CH:15][CH:27]=[CH:26][CH:25]=1. The yield is 0.300. (4) The reactants are Cl[C:2]1[N:11]=[CH:10][C:9]2[C:4](=[CH:5][CH:6]=[C:7]([C:12]3[CH:17]=[CH:16][CH:15]=[CH:14][C:13]=3[CH3:18])[CH:8]=2)[N:3]=1.[NH2:19][C@@H:20]([CH3:38])[CH2:21][C:22]1[CH:23]=[C:24]([C@@H:28]([NH:30][C:31](=[O:37])[O:32][C:33]([CH3:36])([CH3:35])[CH3:34])[CH3:29])[CH:25]=[CH:26][CH:27]=1.C(=O)([O-])[O-].[Cs+].[Cs+]. The yield is 0.700. The product is [C:33]([O:32][C:31](=[O:37])[NH:30][C@H:28]([C:24]1[CH:25]=[CH:26][CH:27]=[C:22]([CH2:21][C@@H:20]([NH:19][C:2]2[N:11]=[CH:10][C:9]3[C:4](=[CH:5][CH:6]=[C:7]([C:12]4[CH:17]=[CH:16][CH:15]=[CH:14][C:13]=4[CH3:18])[CH:8]=3)[N:3]=2)[CH3:38])[CH:23]=1)[CH3:29])([CH3:35])([CH3:34])[CH3:36]. The catalyst is CN(C=O)C. (5) The reactants are C([O:8][C:9]1[CH:37]=[CH:36][C:12]2[NH:13][C:14]([C:19]3[C:20](=[O:35])[N:21]([NH:30][CH:31]4[CH2:34][CH2:33][CH2:32]4)[C:22]4[C:27]([C:28]=3[OH:29])=[CH:26][CH:25]=[CH:24][CH:23]=4)=[N:15][S:16](=[O:18])(=[O:17])[C:11]=2[CH:10]=1)C1C=CC=CC=1. The product is [CH:31]1([NH:30][N:21]2[C:22]3[C:27](=[CH:26][CH:25]=[CH:24][CH:23]=3)[C:28]([OH:29])=[C:19]([C:14]3[NH:13][C:12]4[CH:36]=[CH:37][C:9]([OH:8])=[CH:10][C:11]=4[S:16](=[O:17])(=[O:18])[N:15]=3)[C:20]2=[O:35])[CH2:32][CH2:33][CH2:34]1. The yield is 1.00. The catalyst is O1CCCC1.[Pt]=O. (6) The reactants are [C:1]1([C:21]2[CH:26]=[CH:25][CH:24]=[CH:23][CH:22]=2)[CH:6]=[CH:5][C:4]([C:7]([N:9]2[CH2:13][C:12](=[N:14][O:15][CH3:16])[CH2:11][C@H:10]2[C:17](=[N:19][OH:20])[NH2:18])=[O:8])=[CH:3][CH:2]=1.[C:27]([O:31][C:32]([NH:34][CH2:35][C:36](O)=O)=[O:33])([CH3:30])([CH3:29])[CH3:28]. No catalyst specified. The product is [C:27]([O:31][C:32]([NH:34][CH2:35][C:36]1[O:20][N:19]=[C:17]([C@@H:10]2[CH2:11][C:12](=[N:14][O:15][CH3:16])[CH2:13][N:9]2[C:7]([C:4]2[CH:3]=[CH:2][C:1]([C:21]3[CH:26]=[CH:25][CH:24]=[CH:23][CH:22]=3)=[CH:6][CH:5]=2)=[O:8])[N:18]=1)=[O:33])([CH3:30])([CH3:29])[CH3:28]. The yield is 0.800. (7) The reactants are [Cl:1][C:2]1[CH:9]=[CH:8][C:5]([CH:6]=O)=[CH:4][C:3]=1[F:10].[C:11]([NH:14][NH2:15])([NH2:13])=[NH:12].Cl. No catalyst specified. The product is [ClH:1].[Cl:1][C:2]1[CH:9]=[CH:8][C:5]([CH:6]=[N:15][NH:14][C:11]([NH2:13])=[NH:12])=[CH:4][C:3]=1[F:10]. The yield is 0.930.